From a dataset of Full USPTO retrosynthesis dataset with 1.9M reactions from patents (1976-2016). Predict the reactants needed to synthesize the given product. Given the product [CH2:1]([O:3][C:4]([CH:6]1[C:14]2[N:13]=[CH:12][N:11]([C:22]([C:23]3[CH:28]=[CH:27][CH:26]=[CH:25][CH:24]=3)([C:35]3[CH:36]=[CH:37][CH:38]=[CH:39][CH:40]=3)[C:29]3[CH:30]=[CH:31][CH:32]=[CH:33][CH:34]=3)[C:10]=2[CH2:9][CH2:8][CH2:7]1)=[O:5])[CH3:2], predict the reactants needed to synthesize it. The reactants are: [CH2:1]([O:3][C:4]([CH:6]1[C:14]2[N:13]=[CH:12][NH:11][C:10]=2[CH2:9][CH2:8][CH2:7]1)=[O:5])[CH3:2].C(N(CC)CC)C.[C:22](Cl)([C:35]1[CH:40]=[CH:39][CH:38]=[CH:37][CH:36]=1)([C:29]1[CH:34]=[CH:33][CH:32]=[CH:31][CH:30]=1)[C:23]1[CH:28]=[CH:27][CH:26]=[CH:25][CH:24]=1.